This data is from Full USPTO retrosynthesis dataset with 1.9M reactions from patents (1976-2016). The task is: Predict the reactants needed to synthesize the given product. (1) Given the product [ClH:1].[ClH:38].[NH2:29][CH2:28][CH2:27][NH:26][C:24]([NH:23][C:15]1[CH:16]=[CH:17][C:18]2[NH:19][C:20]3[N:21]=[C:5]([NH:6][C:7]4[CH:8]=[CH:9][CH:10]=[C:11]([CH:37]=4)[CH2:12][CH2:13][C:14]=1[CH:22]=2)[N:4]=[CH:3][C:2]=3[Cl:1])=[O:25], predict the reactants needed to synthesize it. The reactants are: [Cl:1][C:2]1[CH:3]=[N:4][C:5]2[NH:6][C:7]3[CH:8]=[CH:9][CH:10]=[C:11]([CH:37]=3)[CH2:12][CH2:13][C:14]3[CH:22]=[C:18]([NH:19][C:20]=1[N:21]=2)[CH:17]=[CH:16][C:15]=3[NH:23][C:24]([NH:26][CH2:27][CH2:28][NH:29]C(=O)OC(C)(C)C)=[O:25].[ClH:38].O1CCOCC1. (2) Given the product [N:48]1([CH2:47][CH2:46][O:43][C:40]2[CH:41]=[CH:42][C:37]([NH:36][C:34]3[S:35][C:31]([C:28]4[CH:29]=[CH:30][S:26][CH:27]=4)=[CH:32][N:33]=3)=[CH:38][CH:39]=2)[CH2:52][CH2:51][CH2:50][CH2:49]1, predict the reactants needed to synthesize it. The reactants are: CN(C)CCCOC1C=CC(C2SC(NC3C=CC=CC=3)=NC=2)=CC=1.[S:26]1[CH:30]=[CH:29][C:28]([C:31]2[S:35][C:34]([NH:36][C:37]3[CH:42]=[CH:41][C:40]([OH:43])=[CH:39][CH:38]=3)=[N:33][CH:32]=2)=[CH:27]1.Cl.Cl[CH2:46][CH2:47][N:48]1[CH2:52][CH2:51][CH2:50][CH2:49]1. (3) Given the product [CH2:40]([S:37]([N:34]1[CH2:35][CH2:36][CH:31]([C:22]2[C:21]3[C:25](=[C:26]([C:28]([NH2:30])=[O:29])[CH:27]=[C:19]([S:17][C:11]4[CH:16]=[CH:15][CH:14]=[CH:13][CH:12]=4)[CH:20]=3)[NH:24][CH:23]=2)[CH2:32][CH2:33]1)(=[O:39])=[O:38])[CH3:41], predict the reactants needed to synthesize it. The reactants are: C(O)CO.C(=O)([O-])[O-].[K+].[K+].[C:11]1([SH:17])[CH:16]=[CH:15][CH:14]=[CH:13][CH:12]=1.Br[C:19]1[CH:20]=[C:21]2[C:25](=[C:26]([C:28]([NH2:30])=[O:29])[CH:27]=1)[NH:24][CH:23]=[C:22]2[CH:31]1[CH2:36][CH2:35][N:34]([S:37]([CH2:40][CH3:41])(=[O:39])=[O:38])[CH2:33][CH2:32]1. (4) Given the product [OH:27][NH:26][C:10](=[O:12])[CH2:9][CH2:8][CH2:7][C:1]1[CH:6]=[CH:5][CH:4]=[CH:3][CH:2]=1, predict the reactants needed to synthesize it. The reactants are: [C:1]1([CH2:7][CH2:8][CH2:9][C:10]([OH:12])=O)[CH:6]=[CH:5][CH:4]=[CH:3][CH:2]=1.ClC(OCC)=O.C(N(CC)CC)C.[NH2:26][OH:27].Cl.NO.[OH-].[K+]. (5) Given the product [Br:19][CH2:8][C:5]1[CH:6]=[CH:7][C:2]([Cl:1])=[CH:3][C:4]=1[O:10][CH2:11][C:12]1[CH:17]=[CH:16][CH:15]=[CH:14][CH:13]=1, predict the reactants needed to synthesize it. The reactants are: [Cl:1][C:2]1[CH:7]=[CH:6][C:5]([CH2:8]O)=[C:4]([O:10][CH2:11][C:12]2[CH:17]=[CH:16][CH:15]=[CH:14][CH:13]=2)[CH:3]=1.P(Br)(Br)[Br:19].C(=O)([O-])O.[Na+]. (6) Given the product [CH:15]1[C:16]2[NH:21][C:7]3[C:8](=[CH:9][CH:10]=[CH:5][CH:6]=3)[C:11]=2[CH:12]=[CH:13][CH:14]=1, predict the reactants needed to synthesize it. The reactants are: C([C:5]1[CH:10]=[CH:9][C:8]([C:11]2[CH:16]=[CH:15][C:14](C(C)(C)C)=[CH:13][CH:12]=2)=[C:7]([N+:21]([O-])=O)[CH:6]=1)(C)(C)C.C(OP(OCC)OCC)C. (7) Given the product [CH3:26][O:28][C:2]1[N:7]=[C:6]([N:8]2[CH2:13][CH2:12][N:11]([C:14]([O:16][C:17]([CH3:20])([CH3:19])[CH3:18])=[O:15])[CH2:10][CH2:9]2)[CH:5]=[CH:4][C:3]=1[C:21]([O:23][CH3:24])=[O:22], predict the reactants needed to synthesize it. The reactants are: F[C:2]1[N:7]=[C:6]([N:8]2[CH2:13][CH2:12][N:11]([C:14]([O:16][C:17]([CH3:20])([CH3:19])[CH3:18])=[O:15])[CH2:10][CH2:9]2)[CH:5]=[CH:4][C:3]=1[C:21]([O:23][CH3:24])=[O:22].C[C:26](C)([O-:28])C.[K+].